Dataset: Forward reaction prediction with 1.9M reactions from USPTO patents (1976-2016). Task: Predict the product of the given reaction. (1) Given the reactants C1(C)C=CC=CC=1P(C1C=CC=CC=1C)C1C=CC=CC=1C.[CH3:23][C:24]1[C:33]2[C:28](=[CH:29][CH:30]=[CH:31][CH:32]=2)[C:27](B(O)O)=[CH:26][CH:25]=1.Br[C:38]1[C:39]2[C:44]([CH:45]=[C:46]3[C:51]=1[CH:50]=[CH:49][CH:48]=[CH:47]3)=[CH:43][CH:42]=[CH:41][CH:40]=2.P([O-])([O-])([O-])=O.[K+].[K+].[K+], predict the reaction product. The product is: [CH3:23][C:24]1[C:33]2[C:28](=[CH:29][CH:30]=[CH:31][CH:32]=2)[C:27]([C:38]2[C:51]3[C:46]([CH:45]=[C:44]4[C:39]=2[CH:40]=[CH:41][CH:42]=[CH:43]4)=[CH:47][CH:48]=[CH:49][CH:50]=3)=[CH:26][CH:25]=1. (2) Given the reactants [OH:1][N:2]=[C:3]([C:5]1[CH:13]=[CH:12][C:11]2[N:10]3[CH2:14][CH2:15][CH:16]([CH2:17][C:18]([O:20][C:21]([CH3:24])([CH3:23])[CH3:22])=[O:19])[C:9]3=[CH:8][C:7]=2[CH:6]=1)[NH2:4].[O:25]1[C:29]2[CH:30]=[CH:31][C:32]([C:34](Cl)=O)=[CH:33][C:28]=2[O:27][CH2:26]1, predict the reaction product. The product is: [O:25]1[C:29]2[CH:30]=[CH:31][C:32]([C:34]3[O:1][N:2]=[C:3]([C:5]4[CH:13]=[CH:12][C:11]5[N:10]6[CH2:14][CH2:15][CH:16]([CH2:17][C:18]([O:20][C:21]([CH3:24])([CH3:23])[CH3:22])=[O:19])[C:9]6=[CH:8][C:7]=5[CH:6]=4)[N:4]=3)=[CH:33][C:28]=2[O:27][CH2:26]1.